From a dataset of Reaction yield outcomes from USPTO patents with 853,638 reactions. Predict the reaction yield, written as a fraction of the theoretical maximum amount of product (1.0 means a 100% yield; for example, 0.34 means a 34% yield). (1) The reactants are [Cl:1][C:2]1[CH:3]=[C:4]([C:10]2[CH:14]=[CH:13][N:12]([CH2:15][C@@H:16]([NH:18][C:19]([C:21]3[N:22]=[C:23]([CH:26]([OH:28])[CH3:27])[S:24][CH:25]=3)=[O:20])[CH3:17])[N:11]=2)[CH:5]=[CH:6][C:7]=1[C:8]#[N:9].[C:29](OC(=O)C)(=[O:31])[CH3:30]. The catalyst is CN(C)C1C=CN=CC=1.N1C=CC=CC=1. The product is [C:29]([O:28][CH:26]([C:23]1[S:24][CH:25]=[C:21]([C:19](=[O:20])[NH:18][C@@H:16]([CH3:17])[CH2:15][N:12]2[CH:13]=[CH:14][C:10]([C:4]3[CH:5]=[CH:6][C:7]([C:8]#[N:9])=[C:2]([Cl:1])[CH:3]=3)=[N:11]2)[N:22]=1)[CH3:27])(=[O:31])[CH3:30]. The yield is 0.241. (2) The yield is 0.810. The product is [Cl:22][C:19]1[CH:20]=[CH:21][C:16]([N:14]2[CH:15]=[C:11]([C:9](=[O:10])[CH2:8][N:1]3[CH2:6][CH2:5][O:4][CH2:3][CH2:2]3)[N:12]=[C:13]2[C:23]2[CH:28]=[CH:27][C:26]([Cl:29])=[CH:25][C:24]=2[Cl:30])=[CH:17][CH:18]=1. The catalyst is C1COCC1.C(OC)(C)(C)C. The reactants are [NH:1]1[CH2:6][CH2:5][O:4][CH2:3][CH2:2]1.Br[CH2:8][C:9]([C:11]1[N:12]=[C:13]([C:23]2[CH:28]=[CH:27][C:26]([Cl:29])=[CH:25][C:24]=2[Cl:30])[N:14]([C:16]2[CH:21]=[CH:20][C:19]([Cl:22])=[CH:18][CH:17]=2)[CH:15]=1)=[O:10]. (3) The reactants are [Br:1][C:2]1[CH:3]=[CH:4][CH:5]=[C:6]2[C:10]=1[CH2:9][CH:8]=[CH:7]2.[Br:11]N1C(=O)CCC1=O.O.C1(C)C=CC(S(O)(=O)=O)=CC=1. The catalyst is CS(C)=O.C(OCC)C.O. The product is [Br:11][C:8]1[CH2:9][C:10]2[C:6]([CH:7]=1)=[CH:5][CH:4]=[CH:3][C:2]=2[Br:1]. The yield is 0.670. (4) The reactants are C([O-])(O)=O.[Na+].[NH:6]1[C:14]2[C:9](=[CH:10][CH:11]=[CH:12][CH:13]=2)[CH2:8][CH2:7]1.[C:15](Cl)(=[O:17])[CH3:16]. The catalyst is C(Cl)Cl. The product is [N:6]1([C:15](=[O:17])[CH3:16])[C:14]2[C:9](=[CH:10][CH:11]=[CH:12][CH:13]=2)[CH2:8][CH2:7]1. The yield is 1.00. (5) The catalyst is O1CCCC1. The reactants are [OH:1][C@H:2]1[CH2:19][N:5]2[C:6](=[O:18])[CH2:7][CH2:8][N:9]([C:11]([O:13][C:14]([CH3:17])([CH3:16])[CH3:15])=[O:12])[CH2:10][C@H:4]2[CH2:3]1.CC(C)([O-])C.[K+].Br[C:27]1[CH:32]=[N:31][C:30]([CH:33]2[CH2:35][CH2:34]2)=[CH:29][N:28]=1.CO. The product is [CH:33]1([C:30]2[N:31]=[CH:32][C:27]([O:1][C@H:2]3[CH2:19][N:5]4[C:6](=[O:18])[CH2:7][CH2:8][N:9]([C:11]([O:13][C:14]([CH3:15])([CH3:16])[CH3:17])=[O:12])[CH2:10][C@H:4]4[CH2:3]3)=[N:28][CH:29]=2)[CH2:35][CH2:34]1. The yield is 0.580. (6) The reactants are [N:1]1[CH:6]=[CH:5][CH:4]=[C:3]([C:7]2[CH:8]=[C:9]([CH:13]=[CH:14][CH:15]=2)[C:10]([OH:12])=O)[CH:2]=1.CCN=C=NCCCN(C)C.C1C=CC2N(O)N=NC=2C=1.CCN(CC)CC.[NH2:44][CH2:45][CH:46]([OH:58])[CH2:47][N:48]1[CH2:57][CH2:56][C:55]2[C:50](=[CH:51][CH:52]=[CH:53][CH:54]=2)[CH2:49]1. The catalyst is C(Cl)Cl. The product is [CH2:49]1[C:50]2[C:55](=[CH:54][CH:53]=[CH:52][CH:51]=2)[CH2:56][CH2:57][N:48]1[CH2:47][CH:46]([OH:58])[CH2:45][NH:44][C:10](=[O:12])[C:9]1[CH:13]=[CH:14][CH:15]=[C:7]([C:3]2[CH:2]=[N:1][CH:6]=[CH:5][CH:4]=2)[CH:8]=1. The yield is 0.340. (7) The yield is 0.580. The reactants are [CH2:1]1[O:9][C:8]2[CH:7]=[CH:6][C:5]([OH:10])=[CH:4][C:3]=2[O:2]1.F[C:12]1[CH:17]=[CH:16][CH:15]=[CH:14][C:13]=1[N+:18]([O-:20])=[O:19].[CH2:21]1[O:37][C:36]2[CH:35]=[CH:34][C:25]([O:26][C:27]3[CH:33]=[CH:32][CH:31]=[CH:30][C:28]=3[NH2:29])=[CH:24][C:23]=2[O:22]1.[NH2:38][C:39]1[S:40][CH:41]=[CH:42][N:43]=1. The product is [CH2:1]1[O:9][C:8]2[CH:7]=[CH:6][C:5]([O:10][C:12]3[CH:17]=[CH:16][CH:15]=[CH:14][C:13]=3[N+:18]([O-:20])=[O:19])=[CH:4][C:3]=2[O:2]1.[CH2:21]1[O:37][C:36]2[CH:35]=[CH:34][C:25]([O:26][C:27]3[CH:33]=[CH:32][CH:31]=[CH:30][C:28]=3[NH:29][C:5]([NH:38][C:39]3[S:40][CH:41]=[CH:42][N:43]=3)=[O:10])=[CH:24][C:23]=2[O:22]1. No catalyst specified.